This data is from CYP2D6 substrate classification data from Carbon-Mangels et al.. The task is: Regression/Classification. Given a drug SMILES string, predict its absorption, distribution, metabolism, or excretion properties. Task type varies by dataset: regression for continuous measurements (e.g., permeability, clearance, half-life) or binary classification for categorical outcomes (e.g., BBB penetration, CYP inhibition). Dataset: cyp2d6_substrate_carbonmangels. (1) The drug is CC[C@]1(C)C[C@@H](OC(=O)CSc2n[nH]c(N)n2)[C@]2(C)[C@@H](C)CC[C@]3(CCC(=O)[C@H]32)[C@@H](C)[C@@H]1O. The result is 0 (non-substrate). (2) The result is 1 (substrate). The compound is CNC(=O)Oc1cccc2ccccc12. (3) The drug is COc1ccc2nc([S@H](=O)Cc3ncc(C)c(OC)c3C)[nH]c2c1. The result is 1 (substrate). (4) The drug is CCOC(=O)C1=C(COCCN)NC(C)=C(C(=O)OC)[C@@H]1c1ccccc1Cl. The result is 0 (non-substrate). (5) The molecule is Nc1ccc(S(=O)(=O)c2ccc(N)cc2)cc1. The result is 1 (substrate).